This data is from Catalyst prediction with 721,799 reactions and 888 catalyst types from USPTO. The task is: Predict which catalyst facilitates the given reaction. Reactant: [F:1][C:2]1[CH:7]=[CH:6][C:5]([S:8][C:9]2[C:10]([C:22]([O:24]C(C)(C)C)=[O:23])=[N:11][C:12]([S:15][C:16]3[N:20]([CH3:21])[CH:19]=[N:18][N:17]=3)=[CH:13][CH:14]=2)=[CH:4][CH:3]=1.C(O)(C(F)(F)F)=O. Product: [F:1][C:2]1[CH:7]=[CH:6][C:5]([S:8][C:9]2[C:10]([C:22]([OH:24])=[O:23])=[N:11][C:12]([S:15][C:16]3[N:20]([CH3:21])[CH:19]=[N:18][N:17]=3)=[CH:13][CH:14]=2)=[CH:4][CH:3]=1. The catalyst class is: 2.